From a dataset of Full USPTO retrosynthesis dataset with 1.9M reactions from patents (1976-2016). Predict the reactants needed to synthesize the given product. (1) Given the product [NH2:22][CH:23]([C:27]1[CH:32]=[CH:31][CH:30]=[CH:29][CH:28]=1)[C:24]([NH:1][C:2]1[CH:11]=[CH:10][C:9]([C:12]([NH2:14])=[O:13])=[C:8]2[C:3]=1[CH:4]=[CH:5][CH:6]=[N:7]2)=[O:25], predict the reactants needed to synthesize it. The reactants are: [NH2:1][C:2]1[CH:11]=[CH:10][C:9]([C:12]([NH2:14])=[O:13])=[C:8]2[C:3]=1[CH:4]=[CH:5][CH:6]=[N:7]2.C(OC([NH:22][CH:23]([C:27]1[CH:32]=[CH:31][CH:30]=[CH:29][CH:28]=1)[C:24](O)=[O:25])=O)(C)(C)C. (2) Given the product [Cl:31][C:32]1[CH:37]=[CH:36][CH:35]=[CH:34][C:33]=1[S:38]([NH:1][C:2]1[CH:30]=[CH:29][C:5]2[NH:6][C:7]([C:12]3[C:13](=[O:28])[N:14]([CH2:23][CH2:24][CH:25]([CH3:27])[CH3:26])[C:15]4[C:20]([C:21]=3[OH:22])=[CH:19][CH:18]=[CH:17][N:16]=4)=[N:8][S:9](=[O:11])(=[O:10])[C:4]=2[CH:3]=1)(=[O:40])=[O:39], predict the reactants needed to synthesize it. The reactants are: [NH2:1][C:2]1[CH:30]=[CH:29][C:5]2[NH:6][C:7]([C:12]3[C:13](=[O:28])[N:14]([CH2:23][CH2:24][CH:25]([CH3:27])[CH3:26])[C:15]4[C:20]([C:21]=3[OH:22])=[CH:19][CH:18]=[CH:17][N:16]=4)=[N:8][S:9](=[O:11])(=[O:10])[C:4]=2[CH:3]=1.[Cl:31][C:32]1[CH:37]=[CH:36][CH:35]=[CH:34][C:33]=1[S:38](Cl)(=[O:40])=[O:39]. (3) Given the product [CH2:16]([NH:19][C:1](=[O:6])[CH2:2][CH2:3][CH3:4])[C:17]#[CH:18], predict the reactants needed to synthesize it. The reactants are: [C:1]([OH:6])(=O)[CH2:2][CH2:3][CH3:4].C(N(C(C)C)C(C)C)C.[CH2:16]([NH2:19])[C:17]#[CH:18].C(OCC)C. (4) Given the product [CH3:48][N:47]([CH3:49])[CH2:46][CH2:45][O:44][C:40]1[CH:39]=[C:38]([NH:37][C:2]2[N:7]=[C:6]([C:8]3[S:12][C:11]([N:13]4[CH2:14][CH2:15][CH2:16][CH2:17][CH2:18]4)=[N:10][C:9]=3[C:19]3[CH:20]=[C:21]([NH:25][C:26](=[O:35])[C:27]4[C:28]([F:34])=[CH:29][CH:30]=[CH:31][C:32]=4[F:33])[CH:22]=[CH:23][CH:24]=3)[CH:5]=[CH:4][N:3]=2)[CH:43]=[CH:42][CH:41]=1, predict the reactants needed to synthesize it. The reactants are: Cl[C:2]1[N:7]=[C:6]([C:8]2[S:12][C:11]([N:13]3[CH2:18][CH2:17][CH2:16][CH2:15][CH2:14]3)=[N:10][C:9]=2[C:19]2[CH:20]=[C:21]([NH:25][C:26](=[O:35])[C:27]3[C:32]([F:33])=[CH:31][CH:30]=[CH:29][C:28]=3[F:34])[CH:22]=[CH:23][CH:24]=2)[CH:5]=[CH:4][N:3]=1.Cl.[NH2:37][C:38]1[CH:39]=[C:40]([O:44][CH2:45][CH2:46][N:47]([CH3:49])[CH3:48])[CH:41]=[CH:42][CH:43]=1. (5) Given the product [CH2:24]([C@H:12]1[C@H:11]([CH3:26])[C@@H:10]([NH:9][C:2]2[N:7]=[C:6]([CH3:8])[CH:5]=[CH:4][N:3]=2)[C:19]2[C:14](=[CH:15][CH:16]=[C:17]([F:20])[CH:18]=2)[N:13]1[C:21](=[O:23])[CH3:22])[CH3:25], predict the reactants needed to synthesize it. The reactants are: Br[C:2]1[N:7]=[C:6]([CH3:8])[CH:5]=[CH:4][N:3]=1.[NH2:9][C@H:10]1[C:19]2[C:14](=[CH:15][CH:16]=[C:17]([F:20])[CH:18]=2)[N:13]([C:21](=[O:23])[CH3:22])[C@@H:12]([CH2:24][CH3:25])[C@@H:11]1[CH3:26].CC(C)([O-])C.[Na+].CN(C1C(C2C(P(C3CCCCC3)C3CCCCC3)=CC=CC=2)=CC=CC=1)C. (6) Given the product [C:9]([O:13][C:14]([NH:16][CH2:17][C:18]1[C:19]([CH2:42][CH2:43][CH3:44])=[N:20][C:21]2[C:26]([C:27]=1[C:28]1[CH:29]=[CH:30][C:31]([CH3:34])=[CH:32][CH:33]=1)=[CH:25][C:24]([CH:35]1[CH2:4][CH:36]1[C:37]([O:39][CH2:40][CH3:41])=[O:38])=[CH:23][CH:22]=2)=[O:15])([CH3:12])([CH3:11])[CH3:10], predict the reactants needed to synthesize it. The reactants are: [H-].[Na+].[Br-].[CH3:4][S+](C)(C)=O.[C:9]([O:13][C:14]([NH:16][CH2:17][C:18]1[C:19]([CH2:42][CH2:43][CH3:44])=[N:20][C:21]2[C:26]([C:27]=1[C:28]1[CH:33]=[CH:32][C:31]([CH3:34])=[CH:30][CH:29]=1)=[CH:25][C:24](/[CH:35]=[CH:36]/[C:37]([O:39][CH2:40][CH3:41])=[O:38])=[CH:23][CH:22]=2)=[O:15])([CH3:12])([CH3:11])[CH3:10].[Cl-].[NH4+]. (7) Given the product [CH3:38][O:39][C:2]1[C:10]2[C:9]([C:11]#[N:12])=[CH:8][CH:7]=[CH:6][C:5]=2[N:4]([CH:13]2[CH2:18][CH2:17][CH2:16][CH2:15][O:14]2)[N:3]=1, predict the reactants needed to synthesize it. The reactants are: I[C:2]1[C:10]2[C:9]([C:11]#[N:12])=[CH:8][CH:7]=[CH:6][C:5]=2[N:4]([CH:13]2[CH2:18][CH2:17][CH2:16][CH2:15][O:14]2)[N:3]=1.CC1C=NC2C(C=1C)=CC=C1C=2N=CC(C)=C1C.C[CH2:38][OH:39]. (8) Given the product [F:33][C:28]1[C:27]([C:13]2[CH:14]=[C:15]([CH2:17][N:18]([CH3:26])[C:19](=[O:25])[O:20][C:21]([CH3:24])([CH3:22])[CH3:23])[S:16][C:12]=2[S:9]([C:5]2[CH:6]=[CH:7][CH:8]=[C:3]([CH:1]=[O:52])[CH:4]=2)(=[O:10])=[O:11])=[CH:32][CH:31]=[CH:30][N:29]=1, predict the reactants needed to synthesize it. The reactants are: [C:1]([C:3]1[CH:4]=[C:5]([S:9]([C:12]2[S:16][C:15]([CH2:17][N:18]([CH3:26])[C:19](=[O:25])[O:20][C:21]([CH3:24])([CH3:23])[CH3:22])=[CH:14][C:13]=2[C:27]2[C:28]([F:33])=[N:29][CH:30]=[CH:31][CH:32]=2)(=[O:11])=[O:10])[CH:6]=[CH:7][CH:8]=1)#N.[H-].C([Al+]CC(C)C)C(C)C.C1(C)C=CC=CC=1.Cl.[O:52]1CCCC1.